Dataset: Full USPTO retrosynthesis dataset with 1.9M reactions from patents (1976-2016). Task: Predict the reactants needed to synthesize the given product. (1) Given the product [Br:49][CH2:23][C:3]1[C:2]([F:1])=[C:11]2[C:6]([C:7]([C:16]3[CH:21]=[CH:20][C:19]([F:22])=[CH:18][CH:17]=3)=[CH:8][C:9]([C:12]([O:14][CH3:15])=[O:13])=[N:10]2)=[CH:5][CH:4]=1, predict the reactants needed to synthesize it. The reactants are: [F:1][C:2]1[C:3]([CH3:23])=[CH:4][CH:5]=[C:6]2[C:11]=1[N:10]=[C:9]([C:12]([O:14][CH3:15])=[O:13])[CH:8]=[C:7]2[C:16]1[CH:21]=[CH:20][C:19]([F:22])=[CH:18][CH:17]=1.C(OOC(=O)C1C=CC=CC=1)(=O)C1C=CC=CC=1.C1C(=O)N([Br:49])C(=O)C1. (2) Given the product [CH3:1][O:2][C:3]1[N:4]=[CH:5][C:6]([C:9]([NH2:13])=[O:11])=[N:7][CH:8]=1, predict the reactants needed to synthesize it. The reactants are: [CH3:1][O:2][C:3]1[N:4]=[CH:5][C:6]([C:9]([O:11]C)=O)=[N:7][CH:8]=1.[NH3:13]. (3) Given the product [C:12]([O:16][C:17](=[O:31])[CH2:18][N:19]([CH2:20][C:21]1[CH:26]=[CH:25][C:24]([N+:27]([O-:29])=[O:28])=[CH:23][C:22]=1[NH2:30])[C:2]([O:4][CH2:5][C:6]1[CH:11]=[CH:10][CH:9]=[CH:8][CH:7]=1)=[O:3])([CH3:15])([CH3:13])[CH3:14], predict the reactants needed to synthesize it. The reactants are: Cl[C:2]([O:4][CH2:5][C:6]1[CH:11]=[CH:10][CH:9]=[CH:8][CH:7]=1)=[O:3].[C:12]([O:16][C:17](=[O:31])[CH2:18][NH:19][CH2:20][C:21]1[CH:26]=[CH:25][C:24]([N+:27]([O-:29])=[O:28])=[CH:23][C:22]=1[NH2:30])([CH3:15])([CH3:14])[CH3:13].C(N(CC)CC)C. (4) Given the product [CH2:29]([NH:15][C@H:16]1[C:24]2[C:19](=[CH:20][CH:21]=[C:22]([C:25]([O:27][CH3:28])=[O:26])[CH:23]=2)[CH2:18][CH2:17]1)[CH3:30], predict the reactants needed to synthesize it. The reactants are: C(O)(C(F)(F)F)=O.C(OC([N:15]([CH2:29][CH3:30])[C@H:16]1[C:24]2[C:19](=[CH:20][CH:21]=[C:22]([C:25]([O:27][CH3:28])=[O:26])[CH:23]=2)[CH2:18][CH2:17]1)=O)(C)(C)C. (5) Given the product [N:5]1[C:6]2[C:7](=[CH:22][CH:23]=[CH:24][CH:25]=2)[CH:2]=[CH:3][C:4]=1[CH:8]1[CH2:9][N:10]([C:12]([O:14][C:15]([CH3:16])([CH3:17])[CH3:18])=[O:13])[CH2:11]1, predict the reactants needed to synthesize it. The reactants are: C[C:2]1[CH:7]=[CH:6][N:5]=[C:4]([CH:8]2[CH2:11][N:10]([C:12]([O:14][C:15]([CH3:18])([CH3:17])[CH3:16])=[O:13])[CH2:9]2)[CH:3]=1.BrC1[CH:25]=[C:24](C)[CH:23]=[CH:22]N=1. (6) Given the product [CH2:1]([O:3][C:4]([C:6]([CH3:7])([O:8][C:9]1[CH:10]=[CH:11][C:12]([CH2:15][CH2:16][CH2:17][C:18]([NH:43][N:42]([CH2:41][C:36]2[CH:37]=[C:38]([F:40])[CH:39]=[C:34]([F:33])[CH:35]=2)[C:44]([NH2:46])=[O:45])=[O:20])=[CH:13][CH:14]=1)[CH3:21])=[O:5])[CH3:2], predict the reactants needed to synthesize it. The reactants are: [CH2:1]([O:3][C:4]([C:6]([CH3:21])([O:8][C:9]1[CH:14]=[CH:13][C:12]([CH2:15][CH2:16][CH2:17][C:18]([OH:20])=O)=[CH:11][CH:10]=1)[CH3:7])=[O:5])[CH3:2].C(Cl)(=O)C(Cl)=O.CS(O)(=O)=O.[F:33][C:34]1[CH:35]=[C:36]([CH2:41][N:42]([C:44]([NH2:46])=[O:45])[NH2:43])[CH:37]=[C:38]([F:40])[CH:39]=1.N1C=CC=CC=1. (7) Given the product [Br:1][C:2]1[C:13](=[O:14])[N:12]([CH:15]2[CH2:16][CH2:17][CH2:18][CH2:19]2)[C:5]2[N:6]=[C:7]([S:10]([CH3:11])=[O:37])[N:8]=[CH:9][C:4]=2[C:3]=1[CH3:20], predict the reactants needed to synthesize it. The reactants are: [Br:1][C:2]1[C:13](=[O:14])[N:12]([CH:15]2[CH2:19][CH2:18][CH2:17][CH2:16]2)[C:5]2[N:6]=[C:7]([S:10][CH3:11])[N:8]=[CH:9][C:4]=2[C:3]=1[CH3:20].C1(N2C3N=C(S(C)=[O:37])N=CC=3C(C)=C(I)C2=O)CCCC1.